The task is: Regression. Given two drug SMILES strings and cell line genomic features, predict the synergy score measuring deviation from expected non-interaction effect.. This data is from NCI-60 drug combinations with 297,098 pairs across 59 cell lines. Drug 1: C1=CC(=CC=C1CC(C(=O)O)N)N(CCCl)CCCl.Cl. Drug 2: CC1=C2C(C(=O)C3(C(CC4C(C3C(C(C2(C)C)(CC1OC(=O)C(C(C5=CC=CC=C5)NC(=O)C6=CC=CC=C6)O)O)OC(=O)C7=CC=CC=C7)(CO4)OC(=O)C)O)C)OC(=O)C. Cell line: K-562. Synergy scores: CSS=40.8, Synergy_ZIP=-0.816, Synergy_Bliss=2.51, Synergy_Loewe=-27.8, Synergy_HSA=-1.15.